From a dataset of Full USPTO retrosynthesis dataset with 1.9M reactions from patents (1976-2016). Predict the reactants needed to synthesize the given product. Given the product [F:9][C:10]1[CH:11]=[C:12]([C:17]2[CH:22]=[CH:21][CH:20]=[CH:19][C:18]=2[S:23]([CH3:26])(=[O:25])=[O:24])[CH:13]=[CH:14][C:15]=1[NH:16][C:2](=[O:7])[C:3]([OH:5])=[O:4], predict the reactants needed to synthesize it. The reactants are: [Cl-].[C:2]([O:7]C)(=O)[C:3]([O-:5])=[O:4].[F:9][C:10]1[CH:11]=[C:12]([C:17]2[CH:22]=[CH:21][CH:20]=[CH:19][C:18]=2[S:23]([CH3:26])(=[O:25])=[O:24])[CH:13]=[CH:14][C:15]=1[NH2:16].